Dataset: Reaction yield outcomes from USPTO patents with 853,638 reactions. Task: Predict the reaction yield, written as a fraction of the theoretical maximum amount of product (1.0 means a 100% yield; for example, 0.34 means a 34% yield). (1) The reactants are Cl.Cl.[CH3:3][O:4][C:5](=[O:13])[C@H:6]([CH2:8][CH2:9][CH2:10][CH2:11][NH2:12])[NH2:7].C(N([CH2:19][CH3:20])CC)C.[CH2:21]([O:28][CH2:29][C:30](Cl)=[O:31])[C:22]1[CH:27]=[CH:26][CH:25]=[CH:24][CH:23]=1. The catalyst is C(OCC)(=O)C. The product is [CH3:3][O:4][C:5](=[O:13])[CH:6]([NH:7][C:30](=[O:31])[CH2:29][O:28][CH2:21][C:20]1[CH:19]=[CH:24][CH:23]=[CH:22][CH:27]=1)[CH2:8][CH2:9][CH2:10][CH2:11][NH:12][C:30](=[O:31])[CH2:29][O:28][CH2:21][C:22]1[CH:27]=[CH:26][CH:25]=[CH:24][CH:23]=1. The yield is 0.318. (2) The reactants are [CH3:1][O:2][C:3](=[O:13])[CH:4]=[CH:5][NH:6][C:7]1[CH:12]=[CH:11][CH:10]=[CH:9][CH:8]=1.[C:14](#[N:17])[CH2:15]C. The catalyst is CC([O-])=O.CC([O-])=O.[Cu+2]. The product is [CH3:1][O:2][C:3]([C:4]1[C:14]([CH3:15])=[N:17][N:6]([C:7]2[CH:8]=[CH:9][CH:10]=[CH:11][CH:12]=2)[CH:5]=1)=[O:13]. The yield is 0.160. (3) The reactants are [CH:1]1([NH:6][C:7]2[N:12]3[N:13]=[C:14]([C:16]4[CH:21]=[CH:20][CH:19]=[CH:18][CH:17]=4)[CH:15]=[C:11]3[N:10]=[C:9]([S:22][CH3:23])[N:8]=2)[CH2:5][CH2:4][CH2:3][CH2:2]1.[Br:24]N1C(=O)CCC1=O. The catalyst is ClCCl. The product is [Br:24][C:15]1[C:14]([C:16]2[CH:21]=[CH:20][CH:19]=[CH:18][CH:17]=2)=[N:13][N:12]2[C:7]([NH:6][CH:1]3[CH2:5][CH2:4][CH2:3][CH2:2]3)=[N:8][C:9]([S:22][CH3:23])=[N:10][C:11]=12. The yield is 0.820. (4) The reactants are O1CCOCC1.[OH:7][CH2:8][CH2:9][CH2:10][CH2:11][CH2:12][CH2:13][CH2:14][CH2:15][CH2:16][CH2:17][CH2:18][O:19][C:20]1[CH:28]=[CH:27][C:23]([C:24]([OH:26])=[O:25])=[CH:22][CH:21]=1.C(N(CC)CC)C.[C:36](Cl)(=[O:40])[C:37]([CH3:39])=[CH2:38]. The catalyst is C(O)(=O)C.O.C(OCC)(=O)C. The product is [C:36]([O:7][CH2:8][CH2:9][CH2:10][CH2:11][CH2:12][CH2:13][CH2:14][CH2:15][CH2:16][CH2:17][CH2:18][O:19][C:20]1[CH:21]=[CH:22][C:23]([C:24]([OH:26])=[O:25])=[CH:27][CH:28]=1)(=[O:40])[C:37]([CH3:39])=[CH2:38]. The yield is 0.620. (5) The reactants are Br[C:2]1[CH:3]=[N:4][CH:5]=[C:6]([C:8]([F:11])([F:10])[F:9])[CH:7]=1.C([O-])([O-])=O.[K+].[K+].[CH2:18]([SH:25])[C:19]1[CH:24]=[CH:23][CH:22]=[CH:21][CH:20]=1. The catalyst is CS(C)=O. The product is [CH2:18]([S:25][C:2]1[CH:3]=[N:4][CH:5]=[C:6]([C:8]([F:11])([F:10])[F:9])[CH:7]=1)[C:19]1[CH:24]=[CH:23][CH:22]=[CH:21][CH:20]=1. The yield is 0.250.